Dataset: Forward reaction prediction with 1.9M reactions from USPTO patents (1976-2016). Task: Predict the product of the given reaction. (1) Given the reactants [N-:1]=[N+:2]=[N-:3].[Na+].[C:5]([C:7]1[CH:36]=[CH:35][C:10]([CH2:11][C@@:12]23[CH2:19][C@@H:18](OS(C)(=O)=O)[CH2:17][N:16]2[C:15](=[O:25])[N:14]([C:26]2[CH:31]=[C:30]([Cl:32])[CH:29]=[C:28]([Cl:33])[CH:27]=2)[C:13]3=[O:34])=[CH:9][CH:8]=1)#[N:6], predict the reaction product. The product is: [C:5]([C:7]1[CH:8]=[CH:9][C:10]([CH2:11][C@@:12]23[CH2:19][C@H:18]([N:1]=[N+:2]=[N-:3])[CH2:17][N:16]2[C:15](=[O:25])[N:14]([C:26]2[CH:27]=[C:28]([Cl:33])[CH:29]=[C:30]([Cl:32])[CH:31]=2)[C:13]3=[O:34])=[CH:35][CH:36]=1)#[N:6]. (2) Given the reactants S(Cl)(Cl)=O.[N:5]1[C:14]2[C:9](=[CH:10][CH:11]=[CH:12][C:13]=2[C:15]([OH:17])=O)[CH:8]=[CH:7][CH:6]=1.N1C2C(=CC=CC=2C(Cl)=O)C=CC=1.[F:31][C:32]1[CH:37]=[CH:36][C:35]([CH2:38][CH2:39][N:40]2[CH2:45][CH2:44][NH:43][CH2:42][CH2:41]2)=[CH:34][CH:33]=1, predict the reaction product. The product is: [F:31][C:32]1[CH:37]=[CH:36][C:35]([CH2:38][CH2:39][N:40]2[CH2:41][CH2:42][N:43]([C:15]([C:13]3[CH:12]=[CH:11][CH:10]=[C:9]4[C:14]=3[N:5]=[CH:6][CH:7]=[CH:8]4)=[O:17])[CH2:44][CH2:45]2)=[CH:34][CH:33]=1. (3) Given the reactants [Br:1][C:2]1[C:11]2[C:6](=[CH:7][C:8]([CH2:12]Br)=[CH:9][CH:10]=2)[C:5](=[O:14])[N:4]([CH:15]([CH3:17])[CH3:16])[N:3]=1.[CH3:18][N:19]1[CH2:24][CH2:23][NH:22][CH2:21][CH2:20]1, predict the reaction product. The product is: [Br:1][C:2]1[C:11]2[C:6](=[CH:7][C:8]([CH2:12][N:22]3[CH2:23][CH2:24][N:19]([CH3:18])[CH2:20][CH2:21]3)=[CH:9][CH:10]=2)[C:5](=[O:14])[N:4]([CH:15]([CH3:17])[CH3:16])[N:3]=1. (4) Given the reactants [Cl:1][C:2]1[CH:3]=[C:4]([C:8]2[C:17]3[C:12](=[CH:13][CH:14]=[C:15]([C:18]([C:26]4[CH:33]=[CH:32][CH:31]=[CH:30][C:27]=4[CH:28]=O)([OH:25])[C:19]4[N:23]([CH3:24])[CH:22]=[N:21][CH:20]=4)[CH:16]=3)[N:11]([CH3:34])[C:10](=[O:35])[CH:9]=2)[CH:5]=[CH:6][CH:7]=1.[CH3:36][O:37][CH2:38][CH2:39][NH2:40].C(O)(=O)C.[BH3-]C#N.[Na+], predict the reaction product. The product is: [Cl:1][C:2]1[CH:3]=[C:4]([C:8]2[C:17]3[C:12](=[CH:13][CH:14]=[C:15]([C:18]([OH:25])([C:26]4[CH:27]=[CH:28][C:31]([CH2:30][NH:40][CH2:39][CH2:38][O:37][CH3:36])=[CH:32][CH:33]=4)[C:19]4[N:23]([CH3:24])[CH:22]=[N:21][CH:20]=4)[CH:16]=3)[N:11]([CH3:34])[C:10](=[O:35])[CH:9]=2)[CH:5]=[CH:6][CH:7]=1. (5) Given the reactants COCC([NH:6][C@@H:7]1[CH2:9][C@H:8]1[C:10]1[CH:15]=[CH:14][CH:13]=[CH:12][CH:11]=1)=O, predict the reaction product. The product is: [C:10]1([C@@H:8]2[CH2:9][C@H:7]2[NH2:6])[CH:15]=[CH:14][CH:13]=[CH:12][CH:11]=1. (6) Given the reactants [I-].[NH2:2][N+:3]1[CH:8]=[CH:7][CH:6]=[CH:5][CH:4]=1.[C:9]([O:14][CH2:15][CH3:16])(=[O:13])[C:10]#[C:11][CH3:12].C(=O)([O-])[O-].[K+].[K+].O, predict the reaction product. The product is: [CH3:12][C:11]1[C:10]([C:9]([O:14][CH2:15][CH3:16])=[O:13])=[C:4]2[CH:5]=[CH:6][CH:7]=[CH:8][N:3]2[N:2]=1. (7) Given the reactants [Cl:1][C:2]1[CH:3]=[C:4]([NH2:19])[CH:5]=[N:6][C:7]=1[O:8][C:9]1[N:10]=[CH:11][C:12]2[C:17]([CH:18]=1)=[CH:16][CH:15]=[CH:14][CH:13]=2.[CH3:20][C:21]1[CH:26]=[C:25]([CH3:27])[CH:24]=[C:23]([CH3:28])[C:22]=1[S:29](Cl)(=[O:31])=[O:30], predict the reaction product. The product is: [Cl:1][C:2]1[CH:3]=[C:4]([NH:19][S:29]([C:22]2[C:23]([CH3:28])=[CH:24][C:25]([CH3:27])=[CH:26][C:21]=2[CH3:20])(=[O:31])=[O:30])[CH:5]=[N:6][C:7]=1[O:8][C:9]1[N:10]=[CH:11][C:12]2[C:17]([CH:18]=1)=[CH:16][CH:15]=[CH:14][CH:13]=2. (8) Given the reactants Br[C:2]1[CH:3]=[CH:4][C:5]([F:13])=[C:6]([CH:8]2[O:12]CCO2)[CH:7]=1.[Mg].CON(C)[C:18](=[O:23])[C:19]([F:22])([F:21])[F:20].Cl, predict the reaction product. The product is: [F:13][C:5]1[CH:4]=[CH:3][C:2]([C:18](=[O:23])[C:19]([F:22])([F:21])[F:20])=[CH:7][C:6]=1[CH:8]=[O:12]. (9) Given the reactants Br[C:2]1[C:3]([C:16]2[C:17]([F:37])=[C:18]([N:22]([CH2:34][O:35][CH3:36])[S:23]([C:26]3[CH:31]=[C:30]([F:32])[CH:29]=[CH:28][C:27]=3[F:33])(=[O:25])=[O:24])[CH:19]=[CH:20][CH:21]=2)=[N:4][N:5]([CH2:7][CH2:8][O:9][CH:10]2[CH2:15][CH2:14][CH2:13][CH2:12][O:11]2)[CH:6]=1.CC1(C)C(C)(C)OB([C:46]2[CH:51]=[CH:50][N:49]=[CH:48][CH:47]=2)O1.C(=O)([O-])[O-].[Cs+].[Cs+].C(Cl)Cl, predict the reaction product. The product is: [F:33][C:27]1[CH:28]=[CH:29][C:30]([F:32])=[CH:31][C:26]=1[S:23]([N:22]([C:18]1[CH:19]=[CH:20][CH:21]=[C:16]([C:3]2[C:2]([C:46]3[CH:51]=[CH:50][N:49]=[CH:48][CH:47]=3)=[CH:6][N:5]([CH2:7][CH2:8][O:9][CH:10]3[CH2:15][CH2:14][CH2:13][CH2:12][O:11]3)[N:4]=2)[C:17]=1[F:37])[CH2:34][O:35][CH3:36])(=[O:25])=[O:24]. (10) Given the reactants [C:1]([C:5]1[S:9][C:8]([C@@H:10]2[CH2:15][C@H:14]([C:16]3[O:20][NH:19][C:18](=[O:21])[CH:17]=3)[CH2:13][CH2:12][N:11]2C(OC)=O)=[CH:7][CH:6]=1)([CH3:4])([CH3:3])[CH3:2].Br, predict the reaction product. The product is: [C:1]([C:5]1[S:9][C:8]([C@@H:10]2[CH2:15][C@H:14]([C:16]3[O:20][NH:19][C:18](=[O:21])[CH:17]=3)[CH2:13][CH2:12][NH:11]2)=[CH:7][CH:6]=1)([CH3:4])([CH3:2])[CH3:3].